Task: Predict which catalyst facilitates the given reaction.. Dataset: Catalyst prediction with 721,799 reactions and 888 catalyst types from USPTO (1) The catalyst class is: 34. Product: [CH3:15][C:16]1[CH:21]=[CH:20][C:19]([N+:22]([O-:24])=[O:23])=[CH:18][C:17]=1[S:25]([N:1]1[CH:5]=[CH:4][C:3]([C:6]2[CH:7]=[N:8][N:9]3[CH:14]=[CH:13][CH:12]=[CH:11][C:10]=23)=[N:2]1)(=[O:27])=[O:26]. Reactant: [NH:1]1[CH:5]=[CH:4][C:3]([C:6]2[CH:7]=[N:8][N:9]3[CH:14]=[CH:13][CH:12]=[CH:11][C:10]=23)=[N:2]1.[CH3:15][C:16]1[CH:21]=[CH:20][C:19]([N+:22]([O-:24])=[O:23])=[CH:18][C:17]=1[S:25](Cl)(=[O:27])=[O:26].CCN(CC)CC. (2) Reactant: C(OC(=O)[NH:7][CH:8]([CH:20]([OH:22])[CH3:21])[C:9](=[O:19])[N:10]1[CH2:18][CH2:17][CH2:16][C:11]21[C:14](=[O:15])[NH:13][CH2:12]2)(C)(C)C.O1CCOCC1.Cl. Product: [NH2:7][CH:8]([CH:20]([OH:22])[CH3:21])[C:9]([N:10]1[CH2:18][CH2:17][CH2:16][C:11]21[C:14](=[O:15])[NH:13][CH2:12]2)=[O:19]. The catalyst class is: 2. (3) Product: [CH2:1]([O:3][C:4]([C:6]1[C:10]2[CH2:11][CH2:12][C:13]3[C:18]([C:9]=2[N:8]([CH3:20])[C:7]=1[C:21]([OH:23])=[O:22])=[N:17][C:16]([NH2:19])=[N:15][CH:14]=3)=[O:5])[CH3:2]. Reactant: [CH2:1]([O:3][C:4]([C:6]1[C:10]2[CH2:11][CH2:12][C:13]3[C:18]([C:9]=2[N:8]([CH3:20])[C:7]=1[C:21]([O:23]C(C)(C)C)=[O:22])=[N:17][C:16]([NH2:19])=[N:15][CH:14]=3)=[O:5])[CH3:2].Cl. The catalyst class is: 14. (4) Reactant: [CH:1]([C:4]1[CH:34]=[CH:33][C:7]([CH2:8][O:9][C:10]([N:12]2[CH2:17][CH2:16][CH2:15][CH:14]([C:18]3[CH:23]=[CH:22][CH:21]=[C:20]([O:24][C:25]([C:28]([O:30]CC)=[O:29])([CH3:27])[CH3:26])[CH:19]=3)[CH2:13]2)=[O:11])=[CH:6][CH:5]=1)([CH3:3])[CH3:2].C(=O)([O-])[O-].[K+].[K+].CO. Product: [CH:1]([C:4]1[CH:5]=[CH:6][C:7]([CH2:8][O:9][C:10]([N:12]2[CH2:17][CH2:16][CH2:15][CH:14]([C:18]3[CH:23]=[CH:22][CH:21]=[C:20]([O:24][C:25]([C:28]([OH:30])=[O:29])([CH3:27])[CH3:26])[CH:19]=3)[CH2:13]2)=[O:11])=[CH:33][CH:34]=1)([CH3:3])[CH3:2]. The catalyst class is: 6. (5) Reactant: [Br:1][C:2]1[C:3](=[O:21])[C:4]([C:18]([OH:20])=O)=[CH:5][N:6]([CH2:9][C:10]2[CH:15]=[CH:14][C:13]([C:16]#[N:17])=[CH:12][CH:11]=2)[C:7]=1[CH3:8].CN(C(ON1N=NC2C=CC=CC1=2)=[N+](C)C)C.[B-](F)(F)(F)F.CCN(C(C)C)C(C)C.Cl.[CH3:54][S:55]([C:58]1[CH:65]=[CH:64][C:61]([CH2:62][NH2:63])=[CH:60][CH:59]=1)(=[O:57])=[O:56].[NH4+].[OH-]. Product: [CH3:54][S:55]([C:58]1[CH:65]=[CH:64][C:61]([CH2:62][NH:63][C:18]([C:4]2[C:3](=[O:21])[C:2]([Br:1])=[C:7]([CH3:8])[N:6]([CH2:9][C:10]3[CH:11]=[CH:12][C:13]([C:16]#[N:17])=[CH:14][CH:15]=3)[CH:5]=2)=[O:20])=[CH:60][CH:59]=1)(=[O:56])=[O:57]. The catalyst class is: 121. (6) Reactant: [OH-:1].[K+].O[C:4]1[CH:11]=[CH:10][CH:9]=[CH:8][C:5]=1[CH:6]=[O:7].Br[CH2:13][CH2:14][CH2:15][CH2:16][CH2:17][CH2:18][CH2:19][CH2:20][CH2:21][CH2:22][CH2:23][CH2:24][CH2:25][CH2:26][CH3:27]. Product: [CH2:13]([O:1][C:10]1[CH:9]=[CH:8][C:5]([CH:6]=[O:7])=[CH:4][CH:11]=1)[CH2:14][CH2:15][CH2:16][CH2:17][CH2:18][CH2:19][CH2:20][CH2:21][CH2:22][CH2:23][CH2:24][CH2:25][CH2:26][CH3:27]. The catalyst class is: 35.